Predict which catalyst facilitates the given reaction. From a dataset of Catalyst prediction with 721,799 reactions and 888 catalyst types from USPTO. (1) Reactant: [NH:1]1[C:5]2[CH:6]=[CH:7][CH:8]=[CH:9][C:4]=2[N:3]=[C:2]1[NH:10][C@H:11]1[CH2:16][CH2:15][C@H:14]([C:17]([OH:19])=O)[CH2:13][CH2:12]1.C(Cl)CCl.C1C=CC2N(O)N=NC=2C=1.C(N(CC)CC)C.[CH2:41]([NH2:48])[C:42]1[CH:47]=[CH:46][CH:45]=[CH:44][CH:43]=1. Product: [CH2:41]([NH:48][C:17]([C@H:14]1[CH2:13][CH2:12][C@H:11]([NH:10][C:2]2[NH:3][C:4]3[CH:9]=[CH:8][CH:7]=[CH:6][C:5]=3[N:1]=2)[CH2:16][CH2:15]1)=[O:19])[C:42]1[CH:47]=[CH:46][CH:45]=[CH:44][CH:43]=1. The catalyst class is: 3. (2) The catalyst class is: 1. Reactant: C(OP([CH2:9][C:10]([O:12][CH2:13][CH3:14])=[O:11])(OCC)=O)C.CC(C)([O-])C.[K+].[CH2:21]([O:28][C:29]1[CH:37]=[CH:36][C:35]2[N:34]3[CH2:38][CH2:39][C:40](=O)[C:33]3=[CH:32][C:31]=2[CH:30]=1)[C:22]1[CH:27]=[CH:26][CH:25]=[CH:24][CH:23]=1. Product: [CH2:21]([O:28][C:29]1[CH:37]=[CH:36][C:35]2[N:34]3[CH2:38][CH2:39]/[C:40](=[CH:9]\[C:10]([O:12][CH2:13][CH3:14])=[O:11])/[C:33]3=[CH:32][C:31]=2[CH:30]=1)[C:22]1[CH:27]=[CH:26][CH:25]=[CH:24][CH:23]=1. (3) Reactant: Br[CH2:2][C:3]1[CH:8]=[CH:7][C:6]([NH:9][C:10](=[O:15])[C:11]([F:14])([F:13])[F:12])=[CH:5][C:4]=1[C:16]([F:19])([F:18])[F:17].[CH2:20]([O:22][P:23]([O:27]CC)[O:24][CH2:25][CH3:26])[CH3:21]. Product: [CH2:20]([O:22][P:23]([CH2:2][C:3]1[CH:8]=[CH:7][C:6]([NH:9][C:10](=[O:15])[C:11]([F:14])([F:13])[F:12])=[CH:5][C:4]=1[C:16]([F:19])([F:18])[F:17])(=[O:27])[O:24][CH2:25][CH3:26])[CH3:21]. The catalyst class is: 11. (4) Reactant: [N:1]1([CH2:6][CH2:7][CH2:8][CH2:9][C:10]2[CH:15]=[CH:14][C:13]([OH:16])=[CH:12][CH:11]=2)[CH:5]=[CH:4][N:3]=[N:2]1.[H-].[Na+].Cl[CH2:20][C:21]1[CH:22]=[CH:23][C:24]([C:27]2[CH:32]=[CH:31][CH:30]=[C:29]([C:33]([F:36])([F:35])[F:34])[CH:28]=2)=[N:25][CH:26]=1.O. Product: [N:1]1([CH2:6][CH2:7][CH2:8][CH2:9][C:10]2[CH:11]=[CH:12][C:13]([O:16][CH2:20][C:21]3[CH:22]=[CH:23][C:24]([C:27]4[CH:32]=[CH:31][CH:30]=[C:29]([C:33]([F:36])([F:34])[F:35])[CH:28]=4)=[N:25][CH:26]=3)=[CH:14][CH:15]=2)[CH:5]=[CH:4][N:3]=[N:2]1. The catalyst class is: 9.